Dataset: Peptide-MHC class I binding affinity with 185,985 pairs from IEDB/IMGT. Task: Regression. Given a peptide amino acid sequence and an MHC pseudo amino acid sequence, predict their binding affinity value. This is MHC class I binding data. (1) The peptide sequence is TYLQSLASL. The MHC is HLA-B40:01 with pseudo-sequence HLA-B40:01. The binding affinity (normalized) is 0.213. (2) The peptide sequence is MQLPGGWLL. The MHC is HLA-B07:02 with pseudo-sequence HLA-B07:02. The binding affinity (normalized) is 0.0847. (3) The binding affinity (normalized) is 0.0847. The MHC is HLA-B35:01 with pseudo-sequence HLA-B35:01. The peptide sequence is KIMDYGKYK. (4) The peptide sequence is TEDQGHFPL. The MHC is HLA-A26:01 with pseudo-sequence HLA-A26:01. The binding affinity (normalized) is 0.0847. (5) The peptide sequence is FQAGWEDPT. The MHC is HLA-A02:06 with pseudo-sequence HLA-A02:06. The binding affinity (normalized) is 0.744.